Dataset: Forward reaction prediction with 1.9M reactions from USPTO patents (1976-2016). Task: Predict the product of the given reaction. (1) The product is: [CH:21]([C:18]1[CH:19]=[CH:20][C:15]([CH:12]2[C:11]3[C:24]([CH3:25])=[C:7]([NH:6][C:4](=[O:5])[CH2:3][C:2]([CH3:31])([CH3:30])[CH3:1])[C:8]([CH3:29])=[C:9]([C:33]4[S:34][CH:35]=[C:36]([CH3:38])[N:37]=4)[C:10]=3[O:14][CH2:13]2)=[CH:16][CH:17]=1)([CH3:23])[CH3:22]. Given the reactants [CH3:1][C:2]([CH3:31])([CH3:30])[CH2:3][C:4]([NH:6][C:7]1[C:8]([CH3:29])=[C:9](B(O)O)[C:10]2[O:14][CH2:13][CH:12]([C:15]3[CH:20]=[CH:19][C:18]([CH:21]([CH3:23])[CH3:22])=[CH:17][CH:16]=3)[C:11]=2[C:24]=1[CH3:25])=[O:5].Br[C:33]1[S:34][CH:35]=[C:36]([CH3:38])[N:37]=1, predict the reaction product. (2) Given the reactants [NH2:1][C:2]1[C:3]([C:28]#[N:29])=[N:4][C:5]([C:10]2[CH:15]=[CH:14][C:13]([O:16][CH2:17][C:18]3[CH:19]=[N:20][CH:21]=[CH:22][CH:23]=3)=[C:12]([C:24]([F:27])([F:26])[F:25])[CH:11]=2)=[CH:6][C:7]=1[NH:8][CH3:9].[N:30]([O-])=O.[Na+], predict the reaction product. The product is: [CH3:9][N:8]1[C:7]2[CH:6]=[C:5]([C:10]3[CH:15]=[CH:14][C:13]([O:16][CH2:17][C:18]4[CH:19]=[N:20][CH:21]=[CH:22][CH:23]=4)=[C:12]([C:24]([F:27])([F:26])[F:25])[CH:11]=3)[N:4]=[C:3]([C:28]#[N:29])[C:2]=2[N:1]=[N:30]1. (3) Given the reactants [Cl:1][C:2]1[CH:10]=[CH:9][C:5]([C:6]([OH:8])=[O:7])=[C:4]([OH:11])[CH:3]=1.[CH3:12][C@@H:13](O)[CH2:14][CH:15]=[CH2:16].[C:18]1(P([C:18]2[CH:23]=[CH:22]C=[CH:20][CH:19]=2)[C:18]2[CH:23]=[CH:22]C=[CH:20][CH:19]=2)[CH:23]=[CH:22]C=[CH:20][CH:19]=1.CC(OC(/N=N/C(OC(C)C)=O)=O)C, predict the reaction product. The product is: [Cl:1][C:2]1[CH:10]=[CH:9][C:5]([C:6]([O:8][CH:13]([CH2:14][CH:15]=[CH2:16])[CH3:12])=[O:7])=[C:4]([O:11][C@H:23]([CH2:18][CH:19]=[CH2:20])[CH3:22])[CH:3]=1.